This data is from NCI-60 drug combinations with 297,098 pairs across 59 cell lines. The task is: Regression. Given two drug SMILES strings and cell line genomic features, predict the synergy score measuring deviation from expected non-interaction effect. (1) Drug 1: CC1=CC2C(CCC3(C2CCC3(C(=O)C)OC(=O)C)C)C4(C1=CC(=O)CC4)C. Drug 2: CCC1=C2CN3C(=CC4=C(C3=O)COC(=O)C4(CC)O)C2=NC5=C1C=C(C=C5)O. Cell line: SNB-75. Synergy scores: CSS=26.1, Synergy_ZIP=2.48, Synergy_Bliss=2.03, Synergy_Loewe=-49.9, Synergy_HSA=-2.05. (2) Drug 1: CC1=CC2C(CCC3(C2CCC3(C(=O)C)OC(=O)C)C)C4(C1=CC(=O)CC4)C. Drug 2: CC1CCCC2(C(O2)CC(NC(=O)CC(C(C(=O)C(C1O)C)(C)C)O)C(=CC3=CSC(=N3)C)C)C. Cell line: DU-145. Synergy scores: CSS=-7.46, Synergy_ZIP=2.39, Synergy_Bliss=-0.126, Synergy_Loewe=-6.67, Synergy_HSA=-5.17. (3) Drug 1: C1CCC(C1)C(CC#N)N2C=C(C=N2)C3=C4C=CNC4=NC=N3. Drug 2: C1=CC(=CC=C1CC(C(=O)O)N)N(CCCl)CCCl.Cl. Cell line: SF-539. Synergy scores: CSS=17.8, Synergy_ZIP=-6.39, Synergy_Bliss=-1.66, Synergy_Loewe=-3.35, Synergy_HSA=-2.54. (4) Drug 1: CN1CCC(CC1)COC2=C(C=C3C(=C2)N=CN=C3NC4=C(C=C(C=C4)Br)F)OC. Drug 2: CC1=CC=C(C=C1)C2=CC(=NN2C3=CC=C(C=C3)S(=O)(=O)N)C(F)(F)F. Cell line: HOP-92. Synergy scores: CSS=21.3, Synergy_ZIP=-0.106, Synergy_Bliss=4.84, Synergy_Loewe=5.40, Synergy_HSA=7.20. (5) Drug 1: C1=CC(=CC=C1CCCC(=O)O)N(CCCl)CCCl. Drug 2: CCCS(=O)(=O)NC1=C(C(=C(C=C1)F)C(=O)C2=CNC3=C2C=C(C=N3)C4=CC=C(C=C4)Cl)F. Cell line: NCI-H322M. Synergy scores: CSS=7.41, Synergy_ZIP=6.45, Synergy_Bliss=14.6, Synergy_Loewe=9.14, Synergy_HSA=8.09. (6) Drug 1: C1=CN(C(=O)N=C1N)C2C(C(C(O2)CO)O)O.Cl. Drug 2: CN1C2=C(C=C(C=C2)N(CCCl)CCCl)N=C1CCCC(=O)O.Cl. Cell line: UACC-257. Synergy scores: CSS=11.5, Synergy_ZIP=-3.54, Synergy_Bliss=-1.29, Synergy_Loewe=-25.3, Synergy_HSA=-1.69.